Dataset: Reaction yield outcomes from USPTO patents with 853,638 reactions. Task: Predict the reaction yield, written as a fraction of the theoretical maximum amount of product (1.0 means a 100% yield; for example, 0.34 means a 34% yield). (1) The reactants are [CH3:1][C:2]1[S:6][C:5]([C:7]2[S:8][C:9]([C:12]([O:14]C)=[O:13])=[CH:10][CH:11]=2)=[CH:4][CH:3]=1.[Li+].[OH-].Cl. The catalyst is O1CCOCC1. The product is [CH3:1][C:2]1[S:6][C:5]([C:7]2[S:8][C:9]([C:12]([OH:14])=[O:13])=[CH:10][CH:11]=2)=[CH:4][CH:3]=1. The yield is 0.860. (2) The reactants are [Br:1][CH2:2][C:3]1[CH:8]=[CH:7][CH:6]=[C:5]([CH2:9]Br)[C:4]=1[CH3:11].ClCC1C(C)=C(CCl)C(C)=CC=1C.[NH2:25][C:26]([NH2:28])=[S:27]. No catalyst specified. The product is [BrH:1].[BrH:1].[CH3:11][C:4]1[C:3]([CH2:2][NH:25][C:26]([SH:27])=[NH:28])=[CH:8][CH:7]=[CH:6][C:5]=1[CH2:9][NH:28][C:26]([SH:27])=[NH:25]. The yield is 0.800. (3) The reactants are [Cl:1][C:2]1[CH:3]=[C:4]([CH2:19][OH:20])[C:5]([C@@H:8]([NH:11][C:12](=[O:18])[O:13][C:14]([CH3:17])([CH3:16])[CH3:15])[CH2:9][CH3:10])=[N:6][CH:7]=1.C(N(CC)CC)C.[C:28]1([CH3:38])[CH:33]=[CH:32][C:31]([S:34]([Cl:37])(=[O:36])=[O:35])=[CH:30][CH:29]=1.C(OCC)(=O)C. The catalyst is C(Cl)Cl. The product is [Cl:1][C:2]1[CH:3]=[C:4]([CH2:19][Cl:37])[C:5]([C@@H:8]([NH:11][C:12](=[O:18])[O:13][C:14]([CH3:17])([CH3:16])[CH3:15])[CH2:9][CH3:10])=[N:6][CH:7]=1.[CH3:38][C:28]1[CH:33]=[CH:32][C:31]([S:34]([O:20][CH2:19][C:4]2[C:5]([C@@H:8]([NH:11][C:12]([O:13][C:14]([CH3:15])([CH3:16])[CH3:17])=[O:18])[CH2:9][CH3:10])=[N:6][CH:7]=[C:2]([Cl:1])[CH:3]=2)(=[O:36])=[O:35])=[CH:30][CH:29]=1. The yield is 0.210. (4) The reactants are C(N(C(C)C)CC)(C)C.[NH2:10][CH:11]1[CH2:16][CH2:15][N:14]([S:17]([C:20]2[CH:25]=[CH:24][C:23]([N:26]([CH3:35])[C:27]([CH:29]3[CH2:34][CH2:33][O:32][CH2:31][CH2:30]3)=[O:28])=[CH:22][CH:21]=2)(=[O:19])=[O:18])[CH2:13][CH2:12]1.[C:36](Cl)(=[O:39])[CH:37]=[CH2:38]. The catalyst is C(Cl)Cl. The product is [C:36]([NH:10][CH:11]1[CH2:12][CH2:13][N:14]([S:17]([C:20]2[CH:21]=[CH:22][C:23]([N:26]([CH3:35])[C:27]([CH:29]3[CH2:34][CH2:33][O:32][CH2:31][CH2:30]3)=[O:28])=[CH:24][CH:25]=2)(=[O:18])=[O:19])[CH2:15][CH2:16]1)(=[O:39])[CH:37]=[CH2:38]. The yield is 0.180.